From a dataset of Forward reaction prediction with 1.9M reactions from USPTO patents (1976-2016). Predict the product of the given reaction. (1) Given the reactants [NH2:1][C:2]1[CH:3]=[C:4]([NH:8][S:9]([CH3:12])(=[O:11])=[O:10])[CH:5]=[CH:6][CH:7]=1.[NH2:13][C:14]1[N:19]=[C:18](Br)[N:17]=[C:16]([OH:21])[CH:15]=1, predict the reaction product. The product is: [NH2:13][C:14]1[CH:15]=[C:16]([OH:21])[N:17]=[C:18]([NH:1][C:2]2[CH:3]=[C:4]([NH:8][S:9]([CH3:12])(=[O:11])=[O:10])[CH:5]=[CH:6][CH:7]=2)[N:19]=1. (2) Given the reactants [OH:1][CH2:2][CH2:3][CH2:4][CH2:5][CH2:6][CH2:7][CH2:8][N:9]1[C:17](=[O:18])[C:16]2[C:11](=[CH:12][CH:13]=[CH:14][CH:15]=2)[C:10]1=[O:19].C(Cl)Cl.[C:23]1([CH3:33])[CH:28]=[CH:27][C:26]([S:29](Cl)(=[O:31])=[O:30])=[CH:25][CH:24]=1.N1C=CC=CC=1, predict the reaction product. The product is: [O:18]=[C:17]1[C:16]2[C:11](=[CH:12][CH:13]=[CH:14][CH:15]=2)[C:10](=[O:19])[N:9]1[CH2:8][CH2:7][CH2:6][CH2:5][CH2:4][CH2:3][CH2:2][O:1][S:29]([C:26]1[CH:27]=[CH:28][C:23]([CH3:33])=[CH:24][CH:25]=1)(=[O:31])=[O:30]. (3) Given the reactants Cl.[NH2:2][C@@H:3]([CH2:25][CH:26]1[CH2:30][CH2:29][CH2:28][CH2:27]1)[C:4]([NH:6][C@H:7]1[CH2:13][CH2:12][C@@H:11]([CH3:14])[N:10]([S:15]([C:18]2[CH:23]=[CH:22][CH:21]=[CH:20][N:19]=2)(=[O:17])=[O:16])[CH2:9][C@@H:8]1[OH:24])=[O:5].[O:31]1[C:36]2[CH:37]=[CH:38][CH:39]=[CH:40][C:35]=2[O:34][CH2:33][CH:32]1[C:41]1[S:42][CH:43]=[C:44]([C:46](O)=[O:47])[N:45]=1.CC(OI1(OC(C)=O)(OC(C)=O)OC(=O)C2C=CC=CC1=2)=O, predict the reaction product. The product is: [CH:26]1([CH2:25][C@H:3]([NH:2][C:46]([C:44]2[N:45]=[C:41]([CH:32]3[O:31][C:36]4[CH:37]=[CH:38][CH:39]=[CH:40][C:35]=4[O:34][CH2:33]3)[S:42][CH:43]=2)=[O:47])[C:4](=[O:5])[NH:6][C@H:7]2[CH2:13][CH2:12][C@@H:11]([CH3:14])[N:10]([S:15]([C:18]3[CH:23]=[CH:22][CH:21]=[CH:20][N:19]=3)(=[O:16])=[O:17])[CH2:9][C:8]2=[O:24])[CH2:27][CH2:28][CH2:29][CH2:30]1.